Predict the reactants needed to synthesize the given product. From a dataset of Full USPTO retrosynthesis dataset with 1.9M reactions from patents (1976-2016). (1) Given the product [CH2:13]([C:10]1([C:20]2[C:28]3[C:23](=[CH:24][CH:25]=[CH:26][CH:27]=3)[NH:22][CH:21]=2)[CH2:11][CH2:12][NH:8][CH2:9]1)[C:14]1[CH:15]=[CH:16][CH:17]=[CH:18][CH:19]=1, predict the reactants needed to synthesize it. The reactants are: C([N:8]1[CH2:12][CH2:11][C:10]([C:20]2[C:28]3[C:23](=[CH:24][CH:25]=[CH:26][CH:27]=3)[NH:22][CH:21]=2)([CH2:13][C:14]2[CH:19]=[CH:18][CH:17]=[CH:16][CH:15]=2)[CH2:9]1)C1C=CC=CC=1. (2) Given the product [CH:1]1([NH:4][C:13](=[O:19])[C:14]([O:16][CH2:17][CH3:18])=[O:15])[CH2:3][CH2:2]1, predict the reactants needed to synthesize it. The reactants are: [CH:1]1([NH2:4])[CH2:3][CH2:2]1.C(N(CC)CC)C.Cl[C:13](=[O:19])[C:14]([O:16][CH2:17][CH3:18])=[O:15]. (3) Given the product [CH3:1][O:2][CH:3]([O:8][CH3:9])[C:4]([NH:16][CH2:15][C:14]1[CH:17]=[CH:18][C:11]([CH3:10])=[CH:12][CH:13]=1)=[O:5], predict the reactants needed to synthesize it. The reactants are: [CH3:1][O:2][CH:3]([O:8][CH3:9])[C:4](OC)=[O:5].[CH3:10][C:11]1[CH:18]=[CH:17][C:14]([CH2:15][NH2:16])=[CH:13][CH:12]=1. (4) The reactants are: C([O:8][C:9]1[CH:14]=[C:13]([F:15])[CH:12]=[CH:11][C:10]=1[C:16]1[C:25]([CH3:26])=[CH:24][C:23]([N+:27]([O-])=O)=[CH:22][C:17]=1[C:18]([O:20][CH3:21])=[O:19])C1C=CC=CC=1. Given the product [NH2:27][C:23]1[CH:24]=[C:25]([CH3:26])[C:16]([C:10]2[CH:11]=[CH:12][C:13]([F:15])=[CH:14][C:9]=2[OH:8])=[C:17]([CH:22]=1)[C:18]([O:20][CH3:21])=[O:19], predict the reactants needed to synthesize it. (5) The reactants are: [Br:1][C:2]1[CH:11]=[C:10]2[C:5]([N:6]=[CH:7][C:8]([N:12]3[CH2:17][CH2:16][N:15](C(OC(C)(C)C)=O)[CH2:14][C:13]3=[O:25])=[N:9]2)=[CH:4][CH:3]=1.FC(F)(F)C(O)=O. Given the product [Br:1][C:2]1[CH:11]=[C:10]2[C:5]([N:6]=[CH:7][C:8]([N:12]3[CH2:17][CH2:16][NH:15][CH2:14][C:13]3=[O:25])=[N:9]2)=[CH:4][CH:3]=1, predict the reactants needed to synthesize it. (6) Given the product [CH2:1]([S:8][C:16]1[CH:15]=[N:14][CH:13]=[C:12]([Br:11])[CH:17]=1)[C:2]1[CH:7]=[CH:6][CH:5]=[CH:4][CH:3]=1, predict the reactants needed to synthesize it. The reactants are: [CH2:1]([SH:8])[C:2]1[CH:7]=[CH:6][CH:5]=[CH:4][CH:3]=1.[H-].[Na+].[Br:11][C:12]1[CH:13]=[N:14][CH:15]=[C:16](Br)[CH:17]=1.